Dataset: Reaction yield outcomes from USPTO patents with 853,638 reactions. Task: Predict the reaction yield, written as a fraction of the theoretical maximum amount of product (1.0 means a 100% yield; for example, 0.34 means a 34% yield). (1) The reactants are [Cl:1][C:2]1[CH:3]=[CH:4][C:5]([C:11]2[CH:12]=[C:13]3[C:18](=[CH:19][CH:20]=2)[N:17]=[CH:16][CH:15]=[CH:14]3)=[C:6]([CH:10]=1)C(O)=O.C1C=CC(P([N:35]=[N+]=[N-])(C2C=CC=CC=2)=O)=CC=1.[Cl:38][C:39]([Cl:43])([Cl:42])[CH2:40][OH:41].[O:44]1[CH2:49]COCC1. The catalyst is [Cl-].[Na+].O. The product is [Cl:1][C:2]1[CH:3]=[CH:4][C:5]([C:11]2[CH:12]=[C:13]3[C:18](=[CH:19][CH:20]=2)[N:17]=[CH:16][CH:15]=[CH:14]3)=[C:6]([NH:35][C:49](=[O:44])[O:41][CH2:40][C:39]([Cl:43])([Cl:42])[Cl:38])[CH:10]=1. The yield is 0.820. (2) The reactants are [CH2:1]([C@H:3]1[CH2:7][NH:6][CH2:5][C@H:4]1[NH:8][C:9]1[C:10]2[N:11]([CH:18]=[C:19]([C:21]3[CH:22]=[N:23][C:24]([CH2:27][NH:28][C:29](=[O:33])[CH2:30][O:31][CH3:32])=[CH:25][CH:26]=3)[CH:20]=2)[N:12]=[CH:13][C:14]=1[C:15]([NH2:17])=[O:16])[CH3:2].Cl[C:35]1[S:36][C:37]([C:40]#[N:41])=[CH:38][N:39]=1.C(N(C(C)C)CC)(C)C. The catalyst is CC(N(C)C)=O. The product is [C:40]([C:37]1[S:36][C:35]([N:6]2[CH2:7][C@H:3]([CH2:1][CH3:2])[C@H:4]([NH:8][C:9]3[C:10]4[N:11]([CH:18]=[C:19]([C:21]5[CH:22]=[N:23][C:24]([CH2:27][NH:28][C:29](=[O:33])[CH2:30][O:31][CH3:32])=[CH:25][CH:26]=5)[CH:20]=4)[N:12]=[CH:13][C:14]=3[C:15]([NH2:17])=[O:16])[CH2:5]2)=[N:39][CH:38]=1)#[N:41]. The yield is 0.220. (3) The reactants are [C:1]([C:3]1[CH:4]=[C:5]([CH:25]=[CH:26][CH:27]=1)[C:6]([NH:8][C:9]1[CH:10]=[C:11]2[C:15](=[CH:16][CH:17]=1)[N:14]([CH3:18])[CH:13]=[C:12]2[CH:19]1[CH2:24][CH2:23][NH:22][CH2:21][CH2:20]1)=[O:7])#[N:2].[F:28][C:29]([F:37])([F:36])[C@H:30]([OH:35])[CH2:31][C:32](O)=[O:33].CN(CCCN=C=N)C.ON1C2C=CC=CC=2N=N1.C(N(CC)CC)C. The catalyst is CN(C=O)C. The product is [C:1]([C:3]1[CH:4]=[C:5]([CH:25]=[CH:26][CH:27]=1)[C:6]([NH:8][C:9]1[CH:10]=[C:11]2[C:15](=[CH:16][CH:17]=1)[N:14]([CH3:18])[CH:13]=[C:12]2[CH:19]1[CH2:24][CH2:23][N:22]([C:32](=[O:33])[CH2:31][C@@H:30]([OH:35])[C:29]([F:37])([F:36])[F:28])[CH2:21][CH2:20]1)=[O:7])#[N:2]. The yield is 0.540. (4) The reactants are [Cl:1][C:2]1[CH:3]=[C:4]([NH:10][C:11]([CH2:13][CH:14]([CH3:19])[CH2:15][C:16]([OH:18])=O)=[O:12])[CH:5]=[CH:6][C:7]=1[C:8]#[N:9].[NH2:20][C:21]1[CH:22]=[CH:23][C:24]2[N:25]([CH2:35][CH3:36])[C:26](=[O:34])[N:27]([CH2:32][CH3:33])[C:28](=[O:31])[C:29]=2[N:30]=1.C(P1(=O)OP(CCC)(=O)OP(CCC)(=O)O1)CC.CCN(C(C)C)C(C)C. The catalyst is C(OCC)(=O)C. The product is [Cl:1][C:2]1[CH:3]=[C:4]([NH:10][C:11](=[O:12])[CH2:13][CH:14]([CH3:19])[CH2:15][C:16]([NH:20][C:21]2[CH:22]=[CH:23][C:24]3[N:25]([CH2:35][CH3:36])[C:26](=[O:34])[N:27]([CH2:32][CH3:33])[C:28](=[O:31])[C:29]=3[N:30]=2)=[O:18])[CH:5]=[CH:6][C:7]=1[C:8]#[N:9]. The yield is 0.110. (5) The reactants are [NH2:1][C:2]1[CH:3]=[CH:4][C:5]([C:8]([OH:10])=[O:9])=[N:6][CH:7]=1.O=S(Cl)Cl.[CH2:15](O)[CH3:16]. No catalyst specified. The product is [NH2:1][C:2]1[CH:3]=[CH:4][C:5]([C:8]([O:10][CH2:15][CH3:16])=[O:9])=[N:6][CH:7]=1. The yield is 0.750. (6) The reactants are [O:1]=[C:2]1[CH2:7][CH2:6][N:5]([C:8]([O:10][C:11]([CH3:14])([CH3:13])[CH3:12])=[O:9])[CH2:4][CH2:3]1.N1CCCC1.O[C:21]1[CH:26]=[CH:25][CH:24]=[CH:23][C:22]=1[C:27](=[O:29])[CH3:28]. The catalyst is CO.CCCCCC. The product is [O:29]=[C:27]1[C:22]2[C:21](=[CH:26][CH:25]=[CH:24][CH:23]=2)[O:1][C:2]2([CH2:3][CH2:4][N:5]([C:8]([O:10][C:11]([CH3:14])([CH3:13])[CH3:12])=[O:9])[CH2:6][CH2:7]2)[CH2:28]1. The yield is 0.700. (7) The reactants are N1[CH:6]=[CH:5][CH:4]=CC=1.[CH3:7][NH:8][C:9]([C:11]1[CH:20]=[CH:19][C:18]2[C:13](=[CH:14][CH:15]=[C:16]([C:21]([C:23]3[N:24]=[CH:25][N:26]([C:28]([C:41]4[CH:46]=[CH:45][CH:44]=[CH:43][CH:42]=4)([C:35]4[CH:40]=[CH:39][CH:38]=[CH:37][CH:36]=4)[C:29]4[CH:34]=[CH:33][CH:32]=[CH:31][CH:30]=4)[CH:27]=3)=[O:22])[CH:17]=2)[CH:12]=1)=[O:10].Cl.[C:48]([O:51]CC)(=[O:50])[CH3:49]. The catalyst is O1CCCC1. The product is [OH:22][C@@:21]([C:16]1[CH:15]=[CH:14][C:13]2[C:18](=[CH:19][CH:20]=[C:11]([C:9]([NH:8][CH3:7])=[O:10])[CH:12]=2)[CH:17]=1)([C:23]1[N:24]=[CH:25][N:26]([C:28]([C:29]2[CH:34]=[CH:33][CH:32]=[CH:31][CH:30]=2)([C:35]2[CH:36]=[CH:37][CH:38]=[CH:39][CH:40]=2)[C:41]2[CH:46]=[CH:45][CH:44]=[CH:43][CH:42]=2)[CH:27]=1)[CH2:49][C:48]([O:51][CH2:6][CH2:5][CH3:4])=[O:50]. The yield is 0.890. (8) The reactants are Cl.[CH3:2][NH:3][C:4]1[NH:8][C:7]2[CH:9]=[CH:10][C:11]([C:13]([O:15]C)=[O:14])=[CH:12][C:6]=2[N:5]=1. No catalyst specified. The product is [CH3:2][NH:3][C:4]1[NH:8][C:7]2[CH:9]=[CH:10][C:11]([C:13]([OH:15])=[O:14])=[CH:12][C:6]=2[N:5]=1. The yield is 0.900. (9) The reactants are CCN(C(C)C)C(C)C.FC(F)(F)C(O)=O.[NH2:17][C@H:18]1[C@H:24]([CH3:25])[O:23][C:22]2[CH:26]=[CH:27][C:28]([C:30]([F:33])([F:32])[F:31])=[CH:29][C:21]=2[NH:20][C:19]1=[O:34].[C:35]([O:39][C:40]([N:42]([CH3:48])[C@@H:43]([CH3:47])[C:44](O)=[O:45])=[O:41])([CH3:38])([CH3:37])[CH3:36]. The yield is 0.750. No catalyst specified. The product is [C:35]([O:39][C:40](=[O:41])[N:42]([CH3:48])[C@H:43]([C:44](=[O:45])[NH:17][C@@H:18]1[C:19](=[O:34])[NH:20][C:21]2[CH:29]=[C:28]([C:30]([F:31])([F:33])[F:32])[CH:27]=[CH:26][C:22]=2[O:23][C@H:24]1[CH3:25])[CH3:47])([CH3:36])([CH3:38])[CH3:37].